From a dataset of Full USPTO retrosynthesis dataset with 1.9M reactions from patents (1976-2016). Predict the reactants needed to synthesize the given product. (1) Given the product [N:1]1([C:6]2[CH:11]=[CH:10][C:9]([C:12]3[O:13][C:14]4[CH:30]=[CH:29][C:28]([NH:31][C:32](=[NH:34])[CH3:33])=[CH:27][C:15]=4[C:16](=[O:26])[C:17]=3[O:18][CH2:19][C:20]3[CH:25]=[CH:24][CH:23]=[CH:22][CH:21]=3)=[CH:8][CH:7]=2)[CH:5]=[CH:4][N:3]=[CH:2]1, predict the reactants needed to synthesize it. The reactants are: [N:1]1([C:6]2[CH:11]=[CH:10][C:9]([C:12]3[O:13][C:14]4[CH:30]=[CH:29][C:28]([NH2:31])=[CH:27][C:15]=4[C:16](=[O:26])[C:17]=3[O:18][CH2:19][C:20]3[CH:25]=[CH:24][CH:23]=[CH:22][CH:21]=3)=[CH:8][CH:7]=2)[CH:5]=[CH:4][N:3]=[CH:2]1.[C:32](#[N:34])[CH3:33]. (2) Given the product [ClH:30].[CH2:54]([N:53]([CH3:52])[C:38](=[O:39])[CH2:37][C@H:21]1[O:20][C@H:19]([C:15]2[CH:16]=[CH:17][CH:18]=[C:13]([O:12][CH2:11][CH2:10][CH2:9][NH:8][CH2:43][CH2:44][CH2:45][C:46]3[CH:47]=[CH:48][CH:49]=[CH:50][CH:51]=3)[C:14]=2[O:41][CH3:42])[C:25]2[CH:26]=[C:27]([Cl:30])[CH:28]=[CH:29][C:24]=2[N:23]([CH2:31][C:32]([CH3:35])([CH3:34])[CH3:33])[C:22]1=[O:36])[C:55]1[CH:60]=[CH:59][CH:58]=[CH:57][CH:56]=1, predict the reactants needed to synthesize it. The reactants are: C(OC([N:8]([CH2:43][CH2:44][CH2:45][C:46]1[CH:51]=[CH:50][CH:49]=[CH:48][CH:47]=1)[CH2:9][CH2:10][CH2:11][O:12][C:13]1[C:14]([O:41][CH3:42])=[C:15]([C@@H:19]2[C:25]3[CH:26]=[C:27]([Cl:30])[CH:28]=[CH:29][C:24]=3[N:23]([CH2:31][C:32]([CH3:35])([CH3:34])[CH3:33])[C:22](=[O:36])[C@@H:21]([CH2:37][C:38](O)=[O:39])[O:20]2)[CH:16]=[CH:17][CH:18]=1)=O)(C)(C)C.[CH3:52][NH:53][CH2:54][C:55]1[CH:60]=[CH:59][CH:58]=[CH:57][CH:56]=1. (3) Given the product [N:27]1([C:25]([C:22]2[CH:21]=[CH:20][C:19]([O:18][C:16]3[C:10]4[CH2:11][C:12]([CH3:15])([CH3:14])[O:13][C:9]=4[CH:8]=[C:7]([C:5]([OH:6])=[O:4])[CH:17]=3)=[CH:24][CH:23]=2)=[O:26])[CH2:30][CH2:29][CH2:28]1, predict the reactants needed to synthesize it. The reactants are: [OH-].[Na+].C[O:4][C:5]([C:7]1[CH:17]=[C:16]([O:18][C:19]2[CH:24]=[CH:23][C:22]([C:25]([N:27]3[CH2:30][CH2:29][CH2:28]3)=[O:26])=[CH:21][CH:20]=2)[C:10]2[CH2:11][C:12]([CH3:15])([CH3:14])[O:13][C:9]=2[CH:8]=1)=[O:6]. (4) Given the product [NH2:12][C:4]1[N:3]=[C:2]([NH:17][CH2:16][CH:15]([OH:14])[CH2:18][CH2:19][CH3:20])[C:11]2[CH2:10][CH2:9][CH2:8][CH2:7][C:6]=2[N:5]=1, predict the reactants needed to synthesize it. The reactants are: Cl[C:2]1[C:11]2[CH2:10][CH2:9][CH2:8][CH2:7][C:6]=2[N:5]=[C:4]([NH2:12])[N:3]=1.Cl.[OH:14][CH:15]([CH2:18][CH2:19][CH3:20])[CH2:16][NH2:17].C(N(CC)CC)C.N. (5) Given the product [F:26][C:10]1[CH:11]=[C:12]([NH:15][C:16](=[O:25])[O:17][CH2:18][C:19]2[CH:24]=[CH:23][CH:22]=[CH:21][CH:20]=2)[CH:13]=[CH:14][C:9]=1[O:8][C:5]1[CH:6]=[N:7][C:2]([NH:1][S:33]([C:30]2[CH:31]=[CH:32][C:27]([CH3:37])=[CH:28][CH:29]=2)(=[O:35])=[O:34])=[CH:3][CH:4]=1, predict the reactants needed to synthesize it. The reactants are: [NH2:1][C:2]1[N:7]=[CH:6][C:5]([O:8][C:9]2[CH:14]=[CH:13][C:12]([NH:15][C:16](=[O:25])[O:17][CH2:18][C:19]3[CH:24]=[CH:23][CH:22]=[CH:21][CH:20]=3)=[CH:11][C:10]=2[F:26])=[CH:4][CH:3]=1.[C:27]1([CH3:37])[CH:32]=[CH:31][C:30]([S:33](Cl)(=[O:35])=[O:34])=[CH:29][CH:28]=1.O.